From a dataset of Catalyst prediction with 721,799 reactions and 888 catalyst types from USPTO. Predict which catalyst facilitates the given reaction. (1) Reactant: [N:1]1([C:9]([O:11][C:12]([CH3:15])([CH3:14])[CH3:13])=[O:10])[CH2:8][CH2:7][CH2:6][C@H:2]1[C:3]([OH:5])=[O:4].C1CCC(N=C=NC2CCCCC2)CC1.[CH:31](Cl)(O)[CH:32]([Cl:34])[Cl:33].C(Cl)(Cl)[Cl:38]. Product: [N:1]1([C:9]([O:11][C:12]([CH3:15])([CH3:14])[CH3:13])=[O:10])[CH2:8][CH2:7][CH2:6][C@H:2]1[C:3]([O:5][CH2:31][C:32]([Cl:34])([Cl:38])[Cl:33])=[O:4]. The catalyst class is: 142. (2) Reactant: [CH3:1][C:2]1([CH3:15])[O:6][C@@H:5]([CH2:7][C:8]2[CH:13]=[CH:12][C:11]([OH:14])=[CH:10][CH:9]=2)[CH2:4][O:3]1.C(=O)([O-])[O-].[K+].[K+].[CH2:22]([O:24][C:25](=[O:29])[C:26]#[C:27][CH3:28])[CH3:23]. Product: [CH2:22]([O:24][C:25](=[O:29])/[CH:26]=[C:27](/[O:14][C:11]1[CH:12]=[CH:13][C:8]([CH2:7][C@H:5]2[CH2:4][O:3][C:2]([CH3:15])([CH3:1])[O:6]2)=[CH:9][CH:10]=1)\[CH3:28])[CH3:23]. The catalyst class is: 367. (3) Reactant: [Cl:1][C:2]1[C:6]([Cl:7])=[C:5]([CH3:8])[NH:4][C:3]=1[C:9]([NH:11][C@H:12]1[CH2:17][CH2:16][N:15]([C:18]2[CH:19]=[C:20]([C:26]([C:29]([NH:31]C(C)(C3C=CC=CC=3)C)=[O:30])=[CH:27][N:28]=2)[C:21]([O:23][CH2:24][CH3:25])=[O:22])[CH2:14][C@H:13]1[O:41][CH3:42])=[O:10]. Product: [NH2:31][C:29]([C:26]1[C:20]([C:21]([O:23][CH2:24][CH3:25])=[O:22])=[CH:19][C:18]([N:15]2[CH2:16][CH2:17][C@H:12]([NH:11][C:9]([C:3]3[NH:4][C:5]([CH3:8])=[C:6]([Cl:7])[C:2]=3[Cl:1])=[O:10])[C@H:13]([O:41][CH3:42])[CH2:14]2)=[N:28][CH:27]=1)=[O:30]. The catalyst class is: 67. (4) Reactant: [Cl:1][C:2]1[CH:7]=[CH:6][CH:5]=[CH:4][C:3]=1[C:8]1[C:12]([C:13](O)=[O:14])=[CH:11][N:10]([C:16]2[CH:21]=[CH:20][N:19]=[C:18]([Cl:22])[CH:17]=2)[N:9]=1.C[N:24](C(ON1N=NC2C=CC=CC1=2)=[N+](C)C)C.[B-](F)(F)(F)F.N. Product: [Cl:1][C:2]1[CH:7]=[CH:6][CH:5]=[CH:4][C:3]=1[C:8]1[C:12]([C:13]([NH2:24])=[O:14])=[CH:11][N:10]([C:16]2[CH:21]=[CH:20][N:19]=[C:18]([Cl:22])[CH:17]=2)[N:9]=1. The catalyst class is: 34.